From a dataset of Reaction yield outcomes from USPTO patents with 853,638 reactions. Predict the reaction yield, written as a fraction of the theoretical maximum amount of product (1.0 means a 100% yield; for example, 0.34 means a 34% yield). (1) The reactants are [CH2:1]([O:3][C:4]1[CH:5]=[C:6]([CH2:18][OH:19])[CH:7]=[C:8]([O:15][CH2:16][CH3:17])[C:9]=1[N:10]1[CH:14]=[CH:13][CH:12]=[CH:11]1)[CH3:2]. The catalyst is C1(C)C=CC=CC=1.O=[Mn]=O. The product is [CH2:16]([O:15][C:8]1[CH:7]=[C:6]([CH:5]=[C:4]([O:3][CH2:1][CH3:2])[C:9]=1[N:10]1[CH:14]=[CH:13][CH:12]=[CH:11]1)[CH:18]=[O:19])[CH3:17]. The yield is 0.890. (2) The reactants are [CH:1]([O:8][CH2:9][CH3:10])([O:5]CC)OCC.C(OC(=O)C)(=O)C.C([O:20][C:21](=O)[CH:22]([CH3:31])[C:23](=[O:30])[CH2:24][C:25](OCC)=O)C.[CH3:33][NH2:34]. The catalyst is C(OCC)C.O. The product is [CH2:9]([O:8][C:1]([C:24]1[C:23]([OH:30])=[C:22]([CH3:31])[C:21](=[O:20])[N:34]([CH3:33])[CH:25]=1)=[O:5])[CH3:10]. The yield is 0.550. (3) The reactants are [NH2:1][C@H:2]([C:8]([O-:10])=[O:9])[CH2:3][CH2:4][CH2:5][CH2:6][NH2:7].[Mg+2:11].[NH2:12][C@H:13]([C:19]([O-:21])=[O:20])[CH2:14][CH2:15][CH2:16][CH2:17][NH2:18].[C:22]([OH:39])(=[O:38])[CH2:23][CH2:24][CH2:25][CH2:26][CH2:27][CH2:28][CH2:29][CH2:30][CH2:31][CH2:32][CH2:33][CH2:34][CH2:35][CH2:36][CH3:37]. The yield is 0.980. The catalyst is CO.C(OCC)(=O)C. The product is [C:22]([OH:39])(=[O:38])[CH2:23][CH2:24][CH2:25][CH2:26][CH2:27][CH2:28][CH2:29][CH2:30][CH2:31][CH2:32][CH2:33][CH2:34][CH2:35][CH2:36][CH3:37].[C:22]([OH:39])(=[O:38])[CH2:23][CH2:24][CH2:25][CH2:26][CH2:27][CH2:28][CH2:29][CH2:30][CH2:31][CH2:32][CH2:33][CH2:34][CH2:35][CH2:36][CH3:37].[NH2:1][C@H:2]([C:8]([O-:10])=[O:9])[CH2:3][CH2:4][CH2:5][CH2:6][NH2:7].[Mg+2:11].[NH2:12][C@H:13]([C:19]([O-:21])=[O:20])[CH2:14][CH2:15][CH2:16][CH2:17][NH2:18]. (4) The reactants are [H-].[Al+3].[Li+].[H-].[H-].[H-].[C:7]1([C:12]([NH:14][CH2:15][CH3:16])=O)[CH2:11][CH2:10]CC=1.[CH3:17][CH2:18]OCC. No catalyst specified. The product is [CH:16]1([CH2:15][NH:14][CH2:12][CH:7]2[CH2:11][CH2:10]2)[CH2:18][CH2:17]1. The yield is 0.690.